Dataset: NCI-60 drug combinations with 297,098 pairs across 59 cell lines. Task: Regression. Given two drug SMILES strings and cell line genomic features, predict the synergy score measuring deviation from expected non-interaction effect. (1) Drug 1: CCC1=CC2CC(C3=C(CN(C2)C1)C4=CC=CC=C4N3)(C5=C(C=C6C(=C5)C78CCN9C7C(C=CC9)(C(C(C8N6C)(C(=O)OC)O)OC(=O)C)CC)OC)C(=O)OC.C(C(C(=O)O)O)(C(=O)O)O. Drug 2: COC1=C2C(=CC3=C1OC=C3)C=CC(=O)O2. Cell line: SK-MEL-28. Synergy scores: CSS=34.5, Synergy_ZIP=3.66, Synergy_Bliss=6.94, Synergy_Loewe=-23.8, Synergy_HSA=4.61. (2) Drug 1: CN(C)N=NC1=C(NC=N1)C(=O)N. Drug 2: CC1=C(C(CCC1)(C)C)C=CC(=CC=CC(=CC(=O)O)C)C. Cell line: HCT116. Synergy scores: CSS=3.57, Synergy_ZIP=-0.829, Synergy_Bliss=-1.54, Synergy_Loewe=-1.40, Synergy_HSA=-1.56. (3) Cell line: HOP-62. Drug 1: CN(C)N=NC1=C(NC=N1)C(=O)N. Synergy scores: CSS=1.62, Synergy_ZIP=0.455, Synergy_Bliss=0.0401, Synergy_Loewe=-2.04, Synergy_HSA=-3.35. Drug 2: CC(C)(C#N)C1=CC(=CC(=C1)CN2C=NC=N2)C(C)(C)C#N.